From a dataset of Reaction yield outcomes from USPTO patents with 853,638 reactions. Predict the reaction yield, written as a fraction of the theoretical maximum amount of product (1.0 means a 100% yield; for example, 0.34 means a 34% yield). The reactants are [F:1][C:2]1[C:3](B2OC(C)(C)C(C)(C)O2)=[C:4]([CH:7]=[CH:8][CH:9]=1)[C:5]#[N:6].Br[C:20]1[N:25]=[CH:24][CH:23]=[CH:22][N:21]=1.C([O-])([O-])=O.[Na+].[Na+]. The catalyst is C1COCC1.CC(P(C(C)(C)C)[C-]1C=CC=C1)(C)C.CC(P(C(C)(C)C)[C-]1C=CC=C1)(C)C.Cl[Pd]Cl.[Fe+2].O.CCOC(C)=O. The product is [F:1][C:2]1[C:3]([C:20]2[N:25]=[CH:24][CH:23]=[CH:22][N:21]=2)=[C:4]([CH:7]=[CH:8][CH:9]=1)[C:5]#[N:6]. The yield is 0.640.